This data is from Full USPTO retrosynthesis dataset with 1.9M reactions from patents (1976-2016). The task is: Predict the reactants needed to synthesize the given product. (1) Given the product [Cl:17][C:13]1[CH:12]=[C:11]([C:5]2[C:6]([O:9][CH3:10])=[CH:7][CH:8]=[C:3]([CH2:2][C:23]3[CH:24]=[CH:25][C:20]([F:19])=[N:21][CH:22]=3)[C:4]=2[F:18])[CH:16]=[CH:15][CH:14]=1, predict the reactants needed to synthesize it. The reactants are: Br[CH2:2][C:3]1[C:4]([F:18])=[C:5]([C:11]2[CH:16]=[CH:15][CH:14]=[C:13]([Cl:17])[CH:12]=2)[C:6]([O:9][CH3:10])=[CH:7][CH:8]=1.[F:19][C:20]1[CH:25]=[CH:24][C:23](B(O)O)=[CH:22][N:21]=1.C1(C)C=CC=CC=1.C([O-])([O-])=O.[Na+].[Na+]. (2) Given the product [NH2:12][C:11]1[C:10]2[C:5](=[N:6][CH:7]=[CH:8][CH:9]=2)[Se:1][C:14]=1[C:15]#[N:16], predict the reactants needed to synthesize it. The reactants are: [Se-2:1].[Na+].[Na+].Cl[C:5]1[C:10]([C:11]#[N:12])=[CH:9][CH:8]=[CH:7][N:6]=1.Cl[CH2:14][C:15]#[N:16].C[O-].[Na+]. (3) The reactants are: [CH3:1][O:2][C:3]1[CH:4]=[C:5](B(O)O)[CH:6]=[C:7]([O:11][CH3:12])[C:8]=1[O:9][CH3:10].Br[C:17]1[CH:27]=[CH:26][CH:25]=[CH:24][C:18]=1[C:19]([O:21][CH2:22][CH3:23])=[O:20]. Given the product [CH3:1][O:2][C:3]1[CH:4]=[C:5]([C:24]2[CH:25]=[CH:26][CH:27]=[CH:17][C:18]=2[C:19]([O:21][CH2:22][CH3:23])=[O:20])[CH:6]=[C:7]([O:11][CH3:12])[C:8]=1[O:9][CH3:10], predict the reactants needed to synthesize it. (4) The reactants are: Br[C:2]1[CH:13]=[C:12]([F:14])[CH:11]=[CH:10][C:3]=1[O:4][CH:5]1[CH2:9][CH2:8][O:7][CH2:6]1.C([Mg]Cl)(C)C.CN([CH:23]=[O:24])C. Given the product [F:14][C:12]1[CH:11]=[CH:10][C:3]([O:4][CH:5]2[CH2:9][CH2:8][O:7][CH2:6]2)=[C:2]([CH:13]=1)[CH:23]=[O:24], predict the reactants needed to synthesize it. (5) Given the product [Br:1][C:2]1[CH:10]=[C:9]2[C:5]([CH2:6][C:7]3([CH2:27][CH2:26][CH:25]([O:28][CH3:29])[CH2:24][CH2:23]3)[C:8]2([NH:16][S:17]([C:19]([CH3:21])([CH3:22])[CH3:20])=[O:18])[C:11]([O:13][CH2:14][CH3:15])=[O:31])=[CH:4][CH:3]=1, predict the reactants needed to synthesize it. The reactants are: [Br:1][C:2]1[CH:10]=[C:9]2[C:5]([CH2:6][C:7]3([CH2:27][CH2:26][CH:25]([O:28][CH3:29])[CH2:24][CH2:23]3)[C:8]2([NH:16][S:17]([C:19]([CH3:22])([CH3:21])[CH3:20])=[O:18])[C:11]([O:13][CH2:14][CH3:15])=C)=[CH:4][CH:3]=1.C(OC([O-])=O)(OCCCC)=[O:31]. (6) Given the product [CH3:33][C:28]1[CH:29]=[CH:30][CH:31]=[CH:32][C:27]=1[C:24]1[CH:23]=[CH:22][C:21]([C:19]([N:10]2[C:11]3[CH:18]=[CH:17][CH:16]=[CH:15][C:12]=3[CH2:13][N:14]3[C:5]([C:3]([NH:36][CH2:37][C:38]4[CH:39]=[N:40][CH:41]=[CH:42][CH:43]=4)=[O:4])=[CH:6][CH:7]=[C:8]3[CH2:9]2)=[O:20])=[CH:26][CH:25]=1, predict the reactants needed to synthesize it. The reactants are: ClC(Cl)(Cl)[C:3]([C:5]1[N:14]2[C:8]([CH2:9][N:10]([C:19]([C:21]3[CH:26]=[CH:25][C:24]([C:27]4[CH:32]=[CH:31][CH:30]=[CH:29][C:28]=4[CH3:33])=[CH:23][CH:22]=3)=[O:20])[C:11]3[CH:18]=[CH:17][CH:16]=[CH:15][C:12]=3[CH2:13]2)=[CH:7][CH:6]=1)=[O:4].[NH2:36][CH2:37][C:38]1[CH:39]=[N:40][CH:41]=[CH:42][CH:43]=1.CS(C)=O.